This data is from Forward reaction prediction with 1.9M reactions from USPTO patents (1976-2016). The task is: Predict the product of the given reaction. (1) Given the reactants [CH3:1][N:2]1[C:10]2[C:5](=[C:6]([NH2:11])[CH:7]=[CH:8][CH:9]=2)[CH:4]=[N:3]1.[N:12]([C:15]1[CH:16]=[C:17]([CH:21]=[CH:22][C:23]=1[O:24][CH3:25])[C:18]([NH2:20])=[O:19])=[C:13]=[S:14].CS(C1C=CC(OC)=C(NC(NC2C=CC=C3C=2C=NN3C)=S)C=1)(=O)=O, predict the reaction product. The product is: [CH3:25][O:24][C:23]1[CH:22]=[CH:21][C:17]([C:18]([NH2:20])=[O:19])=[CH:16][C:15]=1[NH:12][C:13]([NH:11][C:6]1[CH:7]=[CH:8][CH:9]=[C:10]2[C:5]=1[CH:4]=[N:3][N:2]2[CH3:1])=[S:14]. (2) Given the reactants [NH2:1][CH2:2][C:3]1[CH:4]=[N:5][CH:6]=[CH:7][CH:8]=1.[Br:9][C:10]1[S:14][C:13]([S:15](Cl)(=[O:17])=[O:16])=[CH:12][CH:11]=1.C(N(CC)CC)C, predict the reaction product. The product is: [N:5]1[CH:6]=[CH:7][CH:8]=[C:3]([CH2:2][NH:1][S:15]([C:13]2[S:14][C:10]([Br:9])=[CH:11][CH:12]=2)(=[O:17])=[O:16])[CH:4]=1. (3) Given the reactants [C:1]([CH:3]([CH:9]([CH3:19])[C:10]([C:12]1[C:13]([F:18])=[N:14][CH:15]=[CH:16][CH:17]=1)=O)[C:4]([O:6][CH2:7][CH3:8])=[O:5])#[N:2].C(OCC)(=O)C.[ClH:26], predict the reaction product. The product is: [Cl:26][C:1]1[NH:2][C:10]([C:12]2[C:13]([F:18])=[N:14][CH:15]=[CH:16][CH:17]=2)=[C:9]([CH3:19])[C:3]=1[C:4]([O:6][CH2:7][CH3:8])=[O:5]. (4) Given the reactants [CH3:1][N:2]([CH2:4][CH2:5][N:6]1[C:20](=[O:21])[C:15]2=[CH:16][C:17]([NH2:19])=[CH:18][C:13]3[C:14]2=[C:9]([CH:10]=[CH:11][CH:12]=3)[C:7]1=[O:8])[CH3:3].[CH3:22][O:23][C:24]1[CH:25]=[C:26]([CH:29]=[C:30]([O:34][CH3:35])[C:31]=1[O:32][CH3:33])[CH:27]=O, predict the reaction product. The product is: [CH3:3][N:2]([CH3:1])[CH2:4][CH2:5][N:6]1[C:20](=[O:21])[C:15]2[CH:16]=[C:17](/[N:19]=[CH:27]\[C:26]3[CH:29]=[C:30]([O:34][CH3:35])[C:31]([O:32][CH3:33])=[C:24]([O:23][CH3:22])[CH:25]=3)[CH:18]=[C:13]3[C:14]=2[C:9](=[CH:10][CH:11]=[CH:12]3)[C:7]1=[O:8].